This data is from Reaction yield outcomes from USPTO patents with 853,638 reactions. The task is: Predict the reaction yield, written as a fraction of the theoretical maximum amount of product (1.0 means a 100% yield; for example, 0.34 means a 34% yield). (1) The reactants are [O:1]1[C:5]2[CH:6]=[CH:7][CH:8]=[CH:9][C:4]=2[CH:3]=[C:2]1[C:10]1[N:14]2[N:15]=[C:16](Cl)[CH:17]=[CH:18][C:13]2=[N:12][CH:11]=1.[NH2:20][CH2:21][C@H:22]([C:24]1[CH:29]=[CH:28][CH:27]=[CH:26][CH:25]=1)[OH:23].[Cl-].[NH4+]. The catalyst is C(O)CCC. The product is [O:1]1[C:5]2[CH:6]=[CH:7][CH:8]=[CH:9][C:4]=2[CH:3]=[C:2]1[C:10]1[N:14]2[N:15]=[C:16]([NH:20][CH2:21][C@H:22]([C:24]3[CH:29]=[CH:28][CH:27]=[CH:26][CH:25]=3)[OH:23])[CH:17]=[CH:18][C:13]2=[N:12][CH:11]=1. The yield is 0.110. (2) The reactants are [C-]#N.[Na+].Br[C:5]1[C:14]2[C:9](=[CH:10][CH:11]=[CH:12][CH:13]=2)[CH:8]=[CH:7][CH:6]=1.[CH3:15][NH:16]CCNC.[OH-].[NH4+]. The catalyst is [Cu]I.O.C(OCC)(=O)C.C1(C)C=CC=CC=1. The product is [C:5]1([C:15]#[N:16])[C:14]2[C:9](=[CH:10][CH:11]=[CH:12][CH:13]=2)[CH:8]=[CH:7][CH:6]=1. The yield is 0.700. (3) The reactants are [C:1]([NH:5][C:6]([C:8]1[C:12]2=[N:13][C:14]([C:17]3[C:25]4[C:20](=[CH:21][CH:22]=[C:23]([O:26][CH:27]([F:29])[F:28])[CH:24]=4)[N:19]([CH2:30][CH2:31][CH:32]([OH:34])[CH3:33])[N:18]=3)=[CH:15][N:16]=[C:11]2[N:10](C(C2C=CC=CC=2)(C2C=CC=CC=2)C2C=CC=CC=2)[CH:9]=1)=[O:7])([CH3:4])([CH3:3])[CH3:2].FC(F)(F)C(O)=O. The catalyst is ClCCl. The product is [C:1]([NH:5][C:6]([C:8]1[C:12]2=[N:13][C:14]([C:17]3[C:25]4[C:20](=[CH:21][CH:22]=[C:23]([O:26][CH:27]([F:28])[F:29])[CH:24]=4)[N:19]([CH2:30][CH2:31][CH:32]([OH:34])[CH3:33])[N:18]=3)=[CH:15][N:16]=[C:11]2[NH:10][CH:9]=1)=[O:7])([CH3:4])([CH3:3])[CH3:2]. The yield is 0.300. (4) The reactants are CON(C)[C:4]([C:6]1[N:7]=[C:8]([C:22]2[CH:27]=[CH:26][CH:25]=[CH:24][CH:23]=2)[N:9]2[CH2:14][CH2:13][N:12]([C:15]([O:17][C:18]([CH3:21])([CH3:20])[CH3:19])=[O:16])[CH2:11][C:10]=12)=[O:5].[CH2:29]([Mg]Cl)[C:30]([CH3:33])([CH3:32])[CH3:31]. The yield is 0.770. The product is [CH3:29][C:30]([CH3:33])([CH3:32])[CH2:31][C:4]([C:6]1[N:7]=[C:8]([C:22]2[CH:23]=[CH:24][CH:25]=[CH:26][CH:27]=2)[N:9]2[CH2:14][CH2:13][N:12]([C:15]([O:17][C:18]([CH3:20])([CH3:19])[CH3:21])=[O:16])[CH2:11][C:10]=12)=[O:5]. The catalyst is C1COCC1. (5) The reactants are [C:1]1([C:6]2[CH:7]=[CH:8][C:9]([N+:20]([O-])=O)=[C:10]([NH:12][C:13](=[O:19])[N:14]([CH3:18])[CH2:15][CH2:16][CH3:17])[CH:11]=2)[CH2:5][CH2:4][CH2:3][CH:2]=1.C([O-])=O.[NH4+]. The catalyst is CO.[Zn]. The product is [NH2:20][C:9]1[CH:8]=[CH:7][C:6]([C:1]2[CH2:5][CH2:4][CH2:3][CH:2]=2)=[CH:11][C:10]=1[NH:12][C:13](=[O:19])[N:14]([CH3:18])[CH2:15][CH2:16][CH3:17]. The yield is 0.780. (6) The reactants are Br[C:2]1[CH:9]=[C:8]([F:10])[CH:7]=[C:6]([Br:11])[C:3]=1[CH:4]=[O:5].[C:12]([C:16]1[CH:17]=[C:18]2[C:23](=[C:24]([F:26])[CH:25]=1)[C:22](=[O:27])[NH:21][N:20]=[CH:19]2)([CH3:15])([CH3:14])[CH3:13].CC([O-])=O.[K+].COC1C2C(=C3C(=CC=2)C(OC)=CC=N3)N=CC=1. The catalyst is O1CCOCC1.[Cu]I. The product is [Br:11][C:6]1[CH:7]=[C:8]([F:10])[CH:9]=[C:2]([N:21]2[N:20]=[CH:19][C:18]3[C:23](=[C:24]([F:26])[CH:25]=[C:16]([C:12]([CH3:13])([CH3:15])[CH3:14])[CH:17]=3)[C:22]2=[O:27])[C:3]=1[CH:4]=[O:5]. The yield is 0.300. (7) The reactants are [Br:1][C:2]1[CH:3]=[C:4]2[C:8](=[CH:9][C:10]=1[F:11])[N:7](C(=O)C)[N:6]=[CH:5]2.Cl.CCOC(C)=O. The catalyst is CO. The product is [Br:1][C:2]1[CH:3]=[C:4]2[C:8](=[CH:9][C:10]=1[F:11])[NH:7][N:6]=[CH:5]2. The yield is 0.738. (8) The reactants are [NH:1]1[CH2:7][CH2:6][CH2:5][NH:4][CH2:3][CH2:2]1.[C:8]([O:12][C:13](O[C:13]([O:12][C:8]([CH3:11])([CH3:10])[CH3:9])=[O:14])=[O:14])([CH3:11])([CH3:10])[CH3:9]. The catalyst is ClCCl. The product is [C:13]([N:1]1[CH2:7][CH2:6][CH2:5][NH:4][CH2:3][CH2:2]1)([O:12][C:8]([CH3:11])([CH3:10])[CH3:9])=[O:14]. The yield is 0.0700. (9) The reactants are [C:1]([O:8][CH2:9][CH3:10])(=[O:7])[C:2]([O:4]CC)=O.[C:11]1(=[O:16])[CH2:15][CH2:14][CH2:13][CH2:12]1. No catalyst specified. The product is [O:4]=[C:2]([CH:12]1[CH2:13][CH2:14][CH2:15][C:11]1=[O:16])[C:1]([O:8][CH2:9][CH3:10])=[O:7]. The yield is 0.760.